Dataset: Cav3 T-type calcium channel HTS with 100,875 compounds. Task: Binary Classification. Given a drug SMILES string, predict its activity (active/inactive) in a high-throughput screening assay against a specified biological target. (1) The drug is S(CCC(NC(=O)c1c(oc(c1)C)C)C(O)=O)C. The result is 0 (inactive). (2) The compound is Fc1ccc(C2(O)CC3N(C(C2)CC3)C(=O)c2cccnc2)cc1. The result is 0 (inactive). (3) The compound is FC(F)(F)c1cc(NC(=O)c2cc(NC(=O)CN3CCOCC3)ccc2)ccc1. The result is 0 (inactive). (4) The compound is Clc1c(Cn2nc(c(NC(=O)CCl)c2C)C)ccc(Cl)c1. The result is 0 (inactive). (5) The compound is S\1\C(N(CC(C)C)C(=O)C1=C/c1occc1)=N\c1ccc(OC)cc1. The result is 0 (inactive). (6) The drug is Fc1cc(C(=O)Nc2ccncc2)ccc1. The result is 0 (inactive). (7) The molecule is s1c(c(cc1NC(=O)c1ccccc1)C)C. The result is 0 (inactive). (8) The drug is S(c1nc2CCCc2cc1C#N)CC(=O)CC(OC(C)C)=O. The result is 0 (inactive).